This data is from Full USPTO retrosynthesis dataset with 1.9M reactions from patents (1976-2016). The task is: Predict the reactants needed to synthesize the given product. (1) Given the product [Cl:1][C:2]1[CH:3]=[C:4]([N:9]2[CH:13]=[C:12]([N:14]([CH2:15][CH2:16][N:17]3[CH2:22][CH2:21][O:20][CH2:19][CH2:18]3)[S:33]([CH3:32])(=[O:35])=[O:34])[N:11]=[N:10]2)[CH:5]=[CH:6][C:7]=1[Cl:8], predict the reactants needed to synthesize it. The reactants are: [Cl:1][C:2]1[CH:3]=[C:4]([N:9]2[CH:13]=[C:12]([NH:14][CH2:15][CH2:16][N:17]3[CH2:22][CH2:21][O:20][CH2:19][CH2:18]3)[N:11]=[N:10]2)[CH:5]=[CH:6][C:7]=1[Cl:8].CCN(C(C)C)C(C)C.[CH3:32][S:33](Cl)(=[O:35])=[O:34]. (2) Given the product [CH2:12](/[N:16]=[CH:4]/[C:3]1[C:6]([F:11])=[CH:7][CH:8]=[C:9]([F:10])[C:2]=1[Cl:1])[CH2:13][CH2:14][CH3:15], predict the reactants needed to synthesize it. The reactants are: [Cl:1][C:2]1[C:9]([F:10])=[CH:8][CH:7]=[C:6]([F:11])[C:3]=1[CH:4]=O.[CH2:12]([NH2:16])[CH2:13][CH2:14][CH3:15].C1(C)C=CC(S(O)(=O)=O)=CC=1.